Dataset: Full USPTO retrosynthesis dataset with 1.9M reactions from patents (1976-2016). Task: Predict the reactants needed to synthesize the given product. (1) Given the product [Cl:1][C:2]1[C:7]([CH3:8])=[C:6]([N+:9]([O-:11])=[O:10])[C:5]([C:12]2[CH:17]=[CH:16][CH:15]=[C:14]([F:18])[CH:13]=2)=[C:4]([CH:19]([NH2:28])[CH3:20])[CH:3]=1, predict the reactants needed to synthesize it. The reactants are: [Cl:1][C:2]1[C:7]([CH3:8])=[C:6]([N+:9]([O-:11])=[O:10])[C:5]([C:12]2[CH:17]=[CH:16][CH:15]=[C:14]([F:18])[CH:13]=2)=[C:4]([C:19](=O)[CH3:20])[CH:3]=1.C([O-])(=O)C.[NH4+].C([BH3-])#[N:28].[Na+]. (2) Given the product [Cl:1][C:2]1[N:3]=[N:4][C:5]([N:16]2[CH2:15][CH2:14][N:13]([C:25]3[CH:30]=[CH:29][C:28]([C:31]([F:34])([F:33])[F:32])=[CH:27][N:26]=3)[C@H:12]([CH3:11])[CH2:17]2)=[C:6]([CH3:9])[C:7]=1[CH3:8], predict the reactants needed to synthesize it. The reactants are: [Cl:1][C:2]1[N:3]=[N:4][C:5](Cl)=[C:6]([CH3:9])[C:7]=1[CH3:8].[CH3:11][C@@H:12]1[CH2:17][NH:16][CH2:15][CH2:14][NH:13]1.C(=O)([O-])[O-].[K+].[K+].Cl[C:25]1[CH:30]=[CH:29][C:28]([C:31]([F:34])([F:33])[F:32])=[CH:27][N:26]=1. (3) Given the product [Br:1][C:2]1[N:3]=[C:4]2[C:10]([C:17]([C:12]3([CH3:11])[CH2:16][CH2:15][CH2:14][CH2:13]3)=[O:18])=[CH:9][NH:8][C:5]2=[N:6][CH:7]=1, predict the reactants needed to synthesize it. The reactants are: [Br:1][C:2]1[N:3]=[C:4]2[CH:10]=[CH:9][NH:8][C:5]2=[N:6][CH:7]=1.[CH3:11][C:12]1([C:17](Cl)=[O:18])[CH2:16][CH2:15][CH2:14][CH2:13]1. (4) Given the product [CH3:17][O:18][C:19]1[CH:20]=[CH:21][C:22]([C:25]2[C:26](=[O:27])[NH:1][C:11]3[C:6]([C:4]=2[C:2]([OH:14])=[O:3])=[CH:7][CH:8]=[CH:9][CH:10]=3)=[CH:23][CH:24]=1, predict the reactants needed to synthesize it. The reactants are: [NH:1]1[C:11]2[C:6](=[CH:7][CH:8]=[CH:9][CH:10]=2)[C:4](=O)[C:2]1=[O:3].C([O-])(=[O:14])C.[Na+].[CH3:17][O:18][C:19]1[CH:24]=[CH:23][C:22]([CH2:25][C:26](O)=[O:27])=[CH:21][CH:20]=1. (5) Given the product [C:9]([O:49][C:42](=[O:48])[NH:26][CH2:25][CH:20]([CH2:21][C:22](=[O:24])[NH:54][CH2:53][CH2:52][C:51]#[N:50])[CH2:19][CH:17]([CH3:16])[CH3:18])([CH3:8])([CH3:10])[CH3:11], predict the reactants needed to synthesize it. The reactants are: C(OC(=O)C(C#N)=C1[CH2:10][C@@H:9]([CH3:11])[C@H:8](C)C1)C.[CH3:16][CH:17]([CH2:19][C@H:20]([CH2:25][NH2:26])[CH2:21][C:22]([OH:24])=O)[CH3:18].C(N(CC)CC)C.ClC(OCC(C)C)=O.[C:42]([OH:49])(=[O:48])/C=C/C(O)=O.[NH2:50][CH2:51][CH2:52][C:53]#[N:54]. (6) Given the product [C:31]1([S:37]([N:1]2[C:5]3[CH:6]=[CH:7][CH:8]=[CH:9][C:4]=3[N:3]=[C:2]2[CH2:10][N:11]([CH2:12][C:13]2[CH:14]=[CH:15][C:16]([CH2:19][NH:20][S:37]([C:47]3[CH:46]=[CH:33][CH:32]=[CH:31][CH:36]=3)(=[O:39])=[O:38])=[CH:17][CH:18]=2)[CH:21]2[C:30]3[N:29]=[CH:28][CH:27]=[CH:26][C:25]=3[CH2:24][CH2:23][CH2:22]2)(=[O:39])=[O:38])[CH:36]=[CH:35][CH:34]=[CH:33][CH:32]=1, predict the reactants needed to synthesize it. The reactants are: [NH:1]1[C:5]2[CH:6]=[CH:7][CH:8]=[CH:9][C:4]=2[N:3]=[C:2]1[CH2:10][N:11]([CH:21]1[C:30]2[N:29]=[CH:28][CH:27]=[CH:26][C:25]=2[CH2:24][CH2:23][CH2:22]1)[CH2:12][C:13]1[CH:18]=[CH:17][C:16]([CH2:19][NH2:20])=[CH:15][CH:14]=1.[C:31]1([S:37](Cl)(=[O:39])=[O:38])[CH:36]=[CH:35][CH:34]=[CH:33][CH:32]=1.CCN([CH2:46][CH3:47])CC. (7) Given the product [Cl:1][C:2]1[CH:3]=[CH:4][C:5]([C:6]([N:8]2[CH2:14][C:13]3[CH:15]=[C:16]([C:19]([O:21][CH2:39][CH3:40])=[O:20])[CH:17]=[CH:18][C:12]=3[N:11]([CH2:22][C:23]3[CH:28]=[CH:27][C:26]([C:29]([N:31]4[CH2:32][CH:33]=[CH:34][CH2:35]4)=[O:30])=[CH:25][CH:24]=3)[C:10](=[O:36])[CH2:9]2)=[O:7])=[CH:37][CH:38]=1, predict the reactants needed to synthesize it. The reactants are: [Cl:1][C:2]1[CH:38]=[CH:37][C:5]([C:6]([N:8]2[CH2:14][C:13]3[CH:15]=[C:16]([C:19]([OH:21])=[O:20])[CH:17]=[CH:18][C:12]=3[N:11]([CH2:22][C:23]3[CH:28]=[CH:27][C:26]([C:29]([N:31]4[CH2:35][CH:34]=[CH:33][CH2:32]4)=[O:30])=[CH:25][CH:24]=3)[C:10](=[O:36])[CH2:9]2)=[O:7])=[CH:4][CH:3]=1.[CH2:39](O)[CH3:40].C(N(CC)CC)C. (8) Given the product [Br:1][C:2]1[CH:7]=[C:6]([CH2:8][CH3:9])[CH:5]=[C:4]2[C:3]=1[CH2:10][CH:11]([CH3:15])[C:12]2=[O:13], predict the reactants needed to synthesize it. The reactants are: [Br:1][C:2]1[CH:7]=[C:6]([CH2:8][CH3:9])[CH:5]=[CH:4][C:3]=1[CH2:10][CH:11]([CH3:15])[C:12](Cl)=[O:13].[Al+3].[Cl-].[Cl-].[Cl-]. (9) The reactants are: [N:1]1([C:9]([O:11][CH2:12][C:13]2[CH:18]=[CH:17][CH:16]=[CH:15][CH:14]=2)=[O:10])[CH2:8][CH2:7][CH2:6][C@H:2]1[C:3]([OH:5])=[O:4].CN1CCOCC1.[C:26]([C:28]1[CH:35]=[CH:34][C:31]([CH2:32][NH2:33])=[CH:30][CH:29]=1)#[N:27]. Given the product [N:1]1([C:9]([O:11][CH2:12][C:13]2[CH:14]=[CH:15][CH:16]=[CH:17][CH:18]=2)=[O:10])[CH2:8][CH2:7][CH2:6][C@H:2]1[C:3]([OH:5])=[O:4].[C:26]([C:28]1[CH:35]=[CH:34][C:31]([CH2:32][NH-:33])=[CH:30][CH:29]=1)#[N:27], predict the reactants needed to synthesize it. (10) Given the product [CH:11]1([C:17]([C:22]2[CH:27]=[CH:26][CH:25]=[CH:24][CH:23]=2)([CH3:13])[C:18]([O:20][CH3:21])=[O:19])[CH2:10][CH2:9][CH2:8]1, predict the reactants needed to synthesize it. The reactants are: C(NC(C)C)(C)C.[CH2:8]([Li])[CH2:9][CH2:10][CH3:11].[CH:13]1([CH:17]([C:22]2[CH:27]=[CH:26][CH:25]=[CH:24][CH:23]=2)[C:18]([O:20][CH3:21])=[O:19])CCC1.IC.[Cl-].[NH4+].